Dataset: Forward reaction prediction with 1.9M reactions from USPTO patents (1976-2016). Task: Predict the product of the given reaction. (1) Given the reactants CC1(C)C(C)(C)OB([C:9]2[CH:14]=[CH:13][N:12]=[CH:11][CH:10]=2)O1.[CH:16]([N:20]1[CH:24]=[C:23](I)[C:22]([C:26]2[S:27][CH:28]=[C:29]([Cl:31])[CH:30]=2)=[N:21]1)([CH2:18][CH3:19])[CH3:17].C(=O)([O-])[O-].[Na+].[Na+], predict the reaction product. The product is: [CH:16]([N:20]1[CH:24]=[C:23]([C:9]2[CH:10]=[CH:11][N:12]=[CH:13][CH:14]=2)[C:22]([C:26]2[S:27][CH:28]=[C:29]([Cl:31])[CH:30]=2)=[N:21]1)([CH2:18][CH3:19])[CH3:17]. (2) Given the reactants [C:1]([O:9][CH2:10][CH3:11])(=[O:8])[CH2:2][C:3]([O:5][CH2:6][CH3:7])=[O:4].[H-].[Na+].[CH3:14][C:15]([CH3:25])([CH2:21][CH2:22][CH2:23]Br)[C:16]([O:18][CH2:19][CH3:20])=[O:17].Cl[C:27]1[CH:32]=[CH:31][C:30]([N+:33]([O-:35])=[O:34])=[CH:29][N:28]=1.[Cl-].[Na+], predict the reaction product. The product is: [CH3:14][C:15]([C:16]([O:18][CH2:19][CH3:20])=[O:17])([CH3:25])[CH2:21][CH2:22][CH2:23][C:2]([C:27]1[CH:32]=[CH:31][C:30]([N+:33]([O-:35])=[O:34])=[CH:29][N:28]=1)([C:3]([O:5][CH2:6][CH3:7])=[O:4])[C:1]([O:9][CH2:10][CH3:11])=[O:8]. (3) Given the reactants C(O[C:6]([N:8]1[CH2:13][CH2:12][N:11]([C:14]2[C:23]3[C:18](=[CH:19][C:20]4[O:26][CH2:25][O:24][C:21]=4[CH:22]=3)[N:17]=[CH:16][CH:15]=2)[CH2:10][CH2:9]1)=[O:7])(C)(C)C.FC(F)(F)C(O)=O.C(OC(N1CCNCC1)=O)(C)(C)C.[F:47][C:48]1[CH:53]=[CH:52][C:51]([N:54]=C=O)=[CH:50][CH:49]=1, predict the reaction product. The product is: [F:47][C:48]1[CH:53]=[CH:52][C:51]([NH:54][C:6]([N:8]2[CH2:13][CH2:12][N:11]([C:14]3[C:23]4[C:18](=[CH:19][C:20]5[O:26][CH2:25][O:24][C:21]=5[CH:22]=4)[N:17]=[CH:16][CH:15]=3)[CH2:10][CH2:9]2)=[O:7])=[CH:50][CH:49]=1. (4) Given the reactants C(Cl)(=O)C(Cl)=O.CS(C)=O.[CH3:11][C:12]1([S:15]([N:18]2[CH2:21][CH:20]([OH:22])[CH2:19]2)(=[O:17])=[O:16])[CH2:14][CH2:13]1.C(N(CC)CC)C, predict the reaction product. The product is: [CH3:11][C:12]1([S:15]([N:18]2[CH2:19][C:20](=[O:22])[CH2:21]2)(=[O:17])=[O:16])[CH2:14][CH2:13]1. (5) Given the reactants Br[C:2]1[CH:3]=[N:4][C:5]([O:8][CH:9]2[CH:14]3[CH2:15][CH2:16][N:11]([CH2:12][CH2:13]3)[CH2:10]2)=[N:6][CH:7]=1.[C:17]([O:21][C:22](=[O:39])[NH:23][C:24]1[CH:29]=[CH:28][C:27](B2OC(C)(C)C(C)(C)O2)=[CH:26][CH:25]=1)([CH3:20])([CH3:19])[CH3:18].C([O-])([O-])=O.[K+].[K+], predict the reaction product. The product is: [N:11]12[CH2:16][CH2:15][CH:14]([CH2:13][CH2:12]1)[CH:9]([O:8][C:5]1[N:4]=[CH:3][C:2]([C:27]3[CH:26]=[CH:25][C:24]([NH:23][C:22](=[O:39])[O:21][C:17]([CH3:19])([CH3:18])[CH3:20])=[CH:29][CH:28]=3)=[CH:7][N:6]=1)[CH2:10]2. (6) Given the reactants [C:1]1([CH:7]([C:11]2[CH:16]=[CH:15][CH:14]=[CH:13][CH:12]=2)[C:8](Cl)=[O:9])[CH:6]=[CH:5][CH:4]=[CH:3][CH:2]=1.[NH2:17][CH2:18][CH2:19][CH2:20][N:21]1[CH2:26][CH2:25][CH:24]([C:27]2[CH:28]=[CH:29][C:30]([OH:39])=[C:31]([NH:33][C:34](=[O:38])[CH:35]([CH3:37])[CH3:36])[CH:32]=2)[CH2:23][CH2:22]1, predict the reaction product. The product is: [C:1]1([CH:7]([C:11]2[CH:16]=[CH:15][CH:14]=[CH:13][CH:12]=2)[C:8]([NH:17][CH2:18][CH2:19][CH2:20][N:21]2[CH2:22][CH2:23][CH:24]([C:27]3[CH:28]=[CH:29][C:30]([OH:39])=[C:31]([NH:33][C:34](=[O:38])[CH:35]([CH3:37])[CH3:36])[CH:32]=3)[CH2:25][CH2:26]2)=[O:9])[CH:6]=[CH:5][CH:4]=[CH:3][CH:2]=1. (7) Given the reactants [C:1]1([C@H:7]2[CH2:13][N:12]([C:14]([CH:16]3[CH2:21][CH2:20][O:19][CH2:18][CH2:17]3)=[O:15])[CH2:11][C:10]3[CH:22]=[CH:23][C:24]([C:26]([O:28]C)=O)=[CH:25][C:9]=3[O:8]2)[CH:6]=[CH:5][CH:4]=[CH:3][CH:2]=1.[OH-:30].[Na+].[NH2:32]O, predict the reaction product. The product is: [OH:30][NH:32][C:26]([C:24]1[CH:23]=[CH:22][C:10]2[CH2:11][N:12]([C:14]([CH:16]3[CH2:21][CH2:20][O:19][CH2:18][CH2:17]3)=[O:15])[CH2:13][C@H:7]([C:1]3[CH:6]=[CH:5][CH:4]=[CH:3][CH:2]=3)[O:8][C:9]=2[CH:25]=1)=[O:28].